Predict the product of the given reaction. From a dataset of Forward reaction prediction with 1.9M reactions from USPTO patents (1976-2016). (1) Given the reactants [Br:1][C:2]1[CH:7]=[CH:6][C:5]([Cl:8])=[CH:4][C:3]=1[C:9](=O)[CH2:10][CH2:11][C:12]([F:15])([F:14])[F:13].[C:17]([NH:20][NH2:21])([NH2:19])=[NH:18].Cl.B(F)(F)F.CCOCC, predict the reaction product. The product is: [Br:1][C:2]1[CH:7]=[CH:6][C:5]([Cl:8])=[CH:4][C:3]=1/[C:9](=[N:21]/[NH:20][C:17](=[NH:18])[NH2:19])/[CH2:10][CH2:11][C:12]([F:15])([F:14])[F:13]. (2) Given the reactants [C:1]([O:5][C:6]([N:8]1[CH2:11][CH:10]([C:12]2[C:17](Br)=[CH:16][C:15]([F:19])=[CH:14][N:13]=2)[CH2:9]1)=[O:7])([CH3:4])([CH3:3])[CH3:2].[NH:20]1[CH2:25][CH2:24][CH:23]([CH2:26][OH:27])[CH2:22][CH2:21]1.CCN(CC)CC, predict the reaction product. The product is: [C:1]([O:5][C:6]([N:8]1[CH2:11][CH:10]([C:12]2[C:17]([N:20]3[CH2:25][CH2:24][CH:23]([CH2:26][OH:27])[CH2:22][CH2:21]3)=[CH:16][C:15]([F:19])=[CH:14][N:13]=2)[CH2:9]1)=[O:7])([CH3:4])([CH3:3])[CH3:2].